Dataset: Full USPTO retrosynthesis dataset with 1.9M reactions from patents (1976-2016). Task: Predict the reactants needed to synthesize the given product. (1) The reactants are: [Li]CCCC.Br[C:7]1[CH:8]=[N:9][C:10]([C:13]2[CH:18]=[CH:17][C:16]([O:19][C:20]([F:23])([F:22])[F:21])=[CH:15][CH:14]=2)=[N:11][CH:12]=1.CN([CH:27]=[O:28])C. Given the product [F:21][C:20]([F:23])([F:22])[O:19][C:16]1[CH:17]=[CH:18][C:13]([C:10]2[N:9]=[CH:8][C:7]([CH:27]=[O:28])=[CH:12][N:11]=2)=[CH:14][CH:15]=1, predict the reactants needed to synthesize it. (2) The reactants are: [C:1]1([CH:7]([C:49]2[CH:54]=[CH:53][CH:52]=[CH:51][CH:50]=2)[N:8]2[CH:13]=[CH:12][CH:11]=[C:10]([C:14]([NH:16][C@@H:17]([CH2:22][CH2:23][CH2:24][CH2:25][NH:26][C:27]([NH:29][S:30]([C:33]3[C:34]([CH3:47])=[C:35]4[C:40](=[C:41]([CH3:44])[C:42]=3[CH3:43])[O:39][C:38]([CH3:46])([CH3:45])[CH2:37][CH2:36]4)(=[O:32])=[O:31])=[NH:28])[C:18]([O:20]C)=[O:19])=[O:15])[C:9]2=[O:48])[CH:6]=[CH:5][CH:4]=[CH:3][CH:2]=1. Given the product [C:1]1([CH:7]([C:49]2[CH:54]=[CH:53][CH:52]=[CH:51][CH:50]=2)[N:8]2[CH:13]=[CH:12][CH:11]=[C:10]([C:14]([NH:16][C@@H:17]([CH2:22][CH2:23][CH2:24][CH2:25][NH:26][C:27]([NH:29][S:30]([C:33]3[C:34]([CH3:47])=[C:35]4[C:40](=[C:41]([CH3:44])[C:42]=3[CH3:43])[O:39][C:38]([CH3:46])([CH3:45])[CH2:37][CH2:36]4)(=[O:31])=[O:32])=[NH:28])[C:18]([OH:20])=[O:19])=[O:15])[C:9]2=[O:48])[CH:6]=[CH:5][CH:4]=[CH:3][CH:2]=1, predict the reactants needed to synthesize it. (3) The reactants are: Cl[C:2]1[C:11]2[C:6](=[CH:7][C:8]([O:12][CH2:13][CH2:14][CH2:15][Cl:16])=[CH:9][CH:10]=2)[N:5]=[CH:4][N:3]=1.[NH2:17][C:18]1[CH:23]=[CH:22][C:21]([CH2:24][CH2:25][NH2:26])=[CH:20][CH:19]=1.C(N(CC)CC)C. Given the product [NH2:17][C:18]1[CH:23]=[CH:22][C:21]([CH2:24][CH2:25][NH:26][C:2]2[C:11]3[C:6](=[CH:7][C:8]([O:12][CH2:13][CH2:14][CH2:15][Cl:16])=[CH:9][CH:10]=3)[N:5]=[CH:4][N:3]=2)=[CH:20][CH:19]=1, predict the reactants needed to synthesize it. (4) Given the product [O:2]1[CH2:21][CH2:22][O:23][CH:1]1[C:3]1[CH:4]=[C:5]([CH:9]=[C:10]([C:11]([O:13][CH2:14][CH3:15])=[O:12])[C:16]([O:18][CH2:19][CH3:20])=[O:17])[CH:6]=[CH:7][CH:8]=1, predict the reactants needed to synthesize it. The reactants are: [CH:1]([C:3]1[CH:4]=[C:5]([CH:9]=[C:10]([C:16]([O:18][CH2:19][CH3:20])=[O:17])[C:11]([O:13][CH2:14][CH3:15])=[O:12])[CH:6]=[CH:7][CH:8]=1)=[O:2].[CH2:21](O)[CH2:22][OH:23]. (5) Given the product [S:25]1[C:20]2[CH:21]=[CH:22][CH:23]=[CH:24][C:19]=2[N:18]=[C:4]1[C:3]1[CH:7]=[C:8]([C:11]2[CH:16]=[CH:15][C:14]([F:17])=[CH:13][CH:12]=2)[CH:9]=[CH:10][C:2]=1[SH:1], predict the reactants needed to synthesize it. The reactants are: [SH:1][C:2]1[CH:10]=[CH:9][C:8]([C:11]2[CH:16]=[CH:15][C:14]([F:17])=[CH:13][CH:12]=2)=[CH:7][C:3]=1[C:4](O)=O.[NH2:18][C:19]1[CH:24]=[CH:23][CH:22]=[CH:21][C:20]=1[SH:25]. (6) Given the product [F:25][C:26]([F:31])([F:30])[C:27]([OH:29])=[O:28].[Cl:1][C:2]1[CH:3]=[C:4]([NH:8][C:9](=[O:24])[CH2:10][N:11]2[CH2:12][CH2:13][NH:14][CH2:15][CH2:16]2)[CH:5]=[CH:6][CH:7]=1, predict the reactants needed to synthesize it. The reactants are: [Cl:1][C:2]1[CH:3]=[C:4]([NH:8][C:9](=[O:24])[CH2:10][N:11]2[CH2:16][CH2:15][N:14](C(OC(C)(C)C)=O)[CH2:13][CH2:12]2)[CH:5]=[CH:6][CH:7]=1.[F:25][C:26]([F:31])([F:30])[C:27]([OH:29])=[O:28].